Dataset: Forward reaction prediction with 1.9M reactions from USPTO patents (1976-2016). Task: Predict the product of the given reaction. (1) Given the reactants Br[C:2]1[CH:14]=[CH:13][C:12]2[C:11]3[C:6](=[CH:7][CH:8]=[CH:9][CH:10]=3)[N:5]([C:15]3[CH:20]=[CH:19][CH:18]=[CH:17][N:16]=3)[C:4]=2[CH:3]=1.[CH3:21][C:22]([CH3:25])([O-])[CH3:23].[Na+].[NH2:27][C:28]1[CH:33]=[CH:32][CH:31]=[CH:30][CH:29]=1, predict the reaction product. The product is: [C:28]1([N:27]([C:6]2[CH:11]=[CH:25][C:22]3[C:23]4[C:4](=[CH:3][CH:2]=[CH:14][CH:13]=4)[N:5]([C:15]4[CH:20]=[CH:19][CH:18]=[CH:17][N:16]=4)[C:21]=3[CH:7]=2)[C:2]2[CH:14]=[CH:13][C:12]3[C:11]4[C:6](=[CH:7][CH:8]=[CH:9][CH:10]=4)[N:5]([C:15]4[CH:20]=[CH:19][CH:18]=[CH:17][N:16]=4)[C:4]=3[CH:3]=2)[CH:33]=[CH:32][CH:31]=[CH:30][CH:29]=1. (2) Given the reactants [C:1]([NH:5][C:6]1[CH:7]=[C:8]([CH:33]=[CH:34][CH:35]=1)[C:9]([NH:11][C:12]1[CH:17]=[C:16]([C:18]2[NH:26][C:25]3[C:24]4([CH2:31][CH2:30][CH2:29][NH:28][CH2:27]4)[CH2:23][NH:22][C:21](=[O:32])[C:20]=3[CH:19]=2)[CH:15]=[CH:14][N:13]=1)=[O:10])(=[O:4])[CH:2]=[CH2:3].[CH3:36][N:37]1[CH2:42][CH2:41][N:40](C2C([N+]([O-])=O)=CC(C(N)=O)=CN=2)[CH2:39][CH2:38]1, predict the reaction product. The product is: [C:1]([NH:5][C:6]1[CH:7]=[C:8]([CH:33]=[CH:34][C:35]=1[N:40]1[CH2:41][CH2:42][N:37]([CH3:36])[CH2:38][CH2:39]1)[C:9]([NH:11][C:12]1[CH:17]=[C:16]([C:18]2[NH:26][C:25]3[C:24]4([CH2:31][CH2:30][CH2:29][NH:28][CH2:27]4)[CH2:23][NH:22][C:21](=[O:32])[C:20]=3[CH:19]=2)[CH:15]=[CH:14][N:13]=1)=[O:10])(=[O:4])[CH:2]=[CH2:3]. (3) Given the reactants [N+:1]([C:4]1[CH:9]=[CH:8][C:7]([CH:10]([CH3:14])[C:11]([OH:13])=[O:12])=[CH:6][CH:5]=1)([O-:3])=[O:2], predict the reaction product. The product is: [N+:1]([C:4]1[CH:5]=[CH:6][C:7]([C@@H:10]([CH3:14])[C:11]([OH:13])=[O:12])=[CH:8][CH:9]=1)([O-:3])=[O:2]. (4) Given the reactants [CH3:1][C:2]1([CH3:10])[CH2:7][CH2:6][CH2:5][C:4]([CH3:9])([CH3:8])[NH:3]1.[Li:11]CCCC.COC1C=CC(C=NC2CCCCC2)=C(C)C=1.CN(OC)C(C1CC1)=O.[Cl-].[NH4+], predict the reaction product. The product is: [Li:11][N:3]1[C:4]([CH3:9])([CH3:8])[CH2:5][CH2:6][CH2:7][C:2]1([CH3:10])[CH3:1].